This data is from Full USPTO retrosynthesis dataset with 1.9M reactions from patents (1976-2016). The task is: Predict the reactants needed to synthesize the given product. (1) Given the product [NH:4]1[C:5]2[C:10](=[CH:9][CH:8]=[CH:7][CH:6]=2)[CH:2]=[N:3]1, predict the reactants needed to synthesize it. The reactants are: I[C:2]1[C:10]2[C:5](=[CH:6][CH:7]=[CH:8][CH:9]=2)[NH:4][N:3]=1.C([O-])([O-])=O.[K+].[K+].C(O)CO.O. (2) Given the product [F:1][C:2]1[CH:7]=[CH:6][CH:5]=[C:4]([F:8])[C:3]=1[N:9]1[C:14]2[N:15]=[C:16]([NH:32][CH2:33][CH2:34][CH2:35][N:36]3[CH2:40][CH2:39][CH2:38][C:37]3=[O:41])[N:17]=[C:18]([C:19]3[CH:24]=[CH:23][C:22]([F:25])=[CH:21][C:20]=3[CH3:26])[C:13]=2[CH:12]=[CH:11][C:10]1=[O:31], predict the reactants needed to synthesize it. The reactants are: [F:1][C:2]1[CH:7]=[CH:6][CH:5]=[C:4]([F:8])[C:3]=1[N:9]1[C:14]2[N:15]=[C:16](S(C)(=O)=O)[N:17]=[C:18]([C:19]3[CH:24]=[CH:23][C:22]([F:25])=[CH:21][C:20]=3[CH3:26])[C:13]=2[CH:12]=[CH:11][C:10]1=[O:31].[NH2:32][CH2:33][CH2:34][CH2:35][N:36]1[CH2:40][CH2:39][CH2:38][C:37]1=[O:41]. (3) Given the product [O:3]1[C:7]2[CH:8]=[CH:9][CH:10]=[CH:11][C:6]=2[N:5]=[C:4]1[NH:12][C:13](=[O:25])[CH:14]([C:15]1[CH:20]=[CH:19][C:18]([S:21]([CH3:24])(=[O:22])=[O:23])=[CH:17][CH:16]=1)[CH2:28][C:29]1[CH:34]=[CH:33][N:32]=[CH:31][CH:30]=1, predict the reactants needed to synthesize it. The reactants are: [H-].[Na+].[O:3]1[C:7]2[CH:8]=[CH:9][CH:10]=[CH:11][C:6]=2[N:5]=[C:4]1[NH:12][C:13](=[O:25])[CH2:14][C:15]1[CH:20]=[CH:19][C:18]([S:21]([CH3:24])(=[O:23])=[O:22])=[CH:17][CH:16]=1.Br.Br[CH2:28][C:29]1[CH:34]=[CH:33][N:32]=[CH:31][CH:30]=1.BrCC1C=CN=CC=1. (4) Given the product [Br:1][C:2]1[C:3]([F:21])=[CH:4][C:5]([F:20])=[C:6]([C@:8]23[CH2:16][O:15][C@H:14]([CH2:17][F:18])[C@H:13]2[CH2:12][S:11][C:10]([NH:19][C:23](=[O:22])[O:25][C:26]([CH3:29])([CH3:28])[CH3:27])=[N:9]3)[CH:7]=1, predict the reactants needed to synthesize it. The reactants are: [Br:1][C:2]1[C:3]([F:21])=[CH:4][C:5]([F:20])=[C:6]([C@:8]23[CH2:16][O:15][C@H:14]([CH2:17][F:18])[C@H:13]2[CH2:12][S:11][C:10]([NH2:19])=[N:9]3)[CH:7]=1.[O:22](C(OC(C)(C)C)=O)[C:23]([O:25][C:26]([CH3:29])([CH3:28])[CH3:27])=O.CCN(CC)CC.